Dataset: Reaction yield outcomes from USPTO patents with 853,638 reactions. Task: Predict the reaction yield, written as a fraction of the theoretical maximum amount of product (1.0 means a 100% yield; for example, 0.34 means a 34% yield). (1) The reactants are [O:1]([C:8]1[CH:27]=[CH:26][C:11]([O:12][C:13]2[CH:18]=[CH:17][N:16]=[CH:15][C:14]=2[C:19]2[CH:20]=[C:21]([CH:23]=[CH:24][CH:25]=2)[NH2:22])=[CH:10][CH:9]=1)[C:2]1[CH:7]=[CH:6][CH:5]=[CH:4][CH:3]=1.[O:28]1[CH2:33][CH2:32][N:31]([CH2:34]/[CH:35]=[CH:36]/[C:37](O)=[O:38])[CH2:30][CH2:29]1. No catalyst specified. The product is [O:28]1[CH2:33][CH2:32][N:31]([CH2:34]/[CH:35]=[CH:36]/[C:37]([NH:22][C:21]2[CH:23]=[CH:24][CH:25]=[C:19]([C:14]3[CH:15]=[N:16][CH:17]=[CH:18][C:13]=3[O:12][C:11]3[CH:10]=[CH:9][C:8]([O:1][C:2]4[CH:7]=[CH:6][CH:5]=[CH:4][CH:3]=4)=[CH:27][CH:26]=3)[CH:20]=2)=[O:38])[CH2:30][CH2:29]1. The yield is 0.340. (2) The reactants are C[O:2][C:3](=[O:12])[C:4]1[CH:9]=[CH:8][CH:7]=[C:6]([NH2:10])[C:5]=1[NH2:11].[C:13](O)(=O)[CH:14]([CH3:16])[CH3:15].[OH-].[Na+]. The catalyst is Cl. The product is [CH:14]([C:16]1[NH:10][C:6]2[CH:7]=[CH:8][CH:9]=[C:4]([C:3]([OH:2])=[O:12])[C:5]=2[N:11]=1)([CH3:15])[CH3:13]. The yield is 0.870. (3) The reactants are [Br:1][C:2]1[CH:7]=[CH:6][C:5]([NH:8][C:9]2[N:17]=[C:16](Cl)[CH:15]=[CH:14][C:10]=2[C:11]([OH:13])=[O:12])=[C:4]([F:19])[CH:3]=1.BrC1C=CC(N)=C(F)C=1.C[Si]([N-][Si](C)(C)C)(C)C.[Li+].ClC1N=C(Cl)C=CC=1C(O)=[O:43]. The catalyst is C1COCC1. The product is [Br:1][C:2]1[CH:7]=[CH:6][C:5]([NH:8][C:9]2[NH:17][C:16](=[O:43])[CH:15]=[CH:14][C:10]=2[C:11]([OH:13])=[O:12])=[C:4]([F:19])[CH:3]=1. The yield is 0.830. (4) The reactants are [C:1]([C:4]1[C:22](=[O:23])[C@@:8]2([CH3:24])[C:9]3[C:15]([OH:16])=[CH:14][C:13]([O:17][CH3:18])=[C:12]([C:19]([NH2:21])=[O:20])[C:10]=3[O:11][C:7]2=[CH:6][C:5]=1[OH:25])(=[O:3])[CH3:2].[Cl:26][C:27]1[CH:46]=[CH:45][CH:44]=[CH:43][C:28]=1[CH2:29][O:30][C:31]1[C:40]2[C:35](=[CH:36][CH:37]=[CH:38][CH:39]=2)[C:34]([CH:41]=O)=[CH:33][CH:32]=1.C([SiH](CC)CC)C.FC(F)(F)C(O)=O. The catalyst is C(#N)C. The product is [C:1]([C:4]1[C:22](=[O:23])[C@@:8]2([CH3:24])[C:9]3[C:15]([OH:16])=[CH:14][C:13]([O:17][CH3:18])=[C:12]([C:19]([NH:21][CH2:41][C:34]4[C:35]5[C:40](=[CH:39][CH:38]=[CH:37][CH:36]=5)[C:31]([O:30][CH2:29][C:28]5[CH:43]=[CH:44][CH:45]=[CH:46][C:27]=5[Cl:26])=[CH:32][CH:33]=4)=[O:20])[C:10]=3[O:11][C:7]2=[CH:6][C:5]=1[OH:25])(=[O:3])[CH3:2]. The yield is 0.670.